Task: Predict the reactants needed to synthesize the given product.. Dataset: Full USPTO retrosynthesis dataset with 1.9M reactions from patents (1976-2016) (1) Given the product [F:1][C:2]1[CH:3]=[CH:4][C:5]([C:8]2[C:15]([C:16]3[CH:17]=[CH:18][CH:19]=[CH:20][CH:21]=3)=[C:14]3[N:10]([C:9]=2[C:30]([O:31][CH3:32])=[O:29])[CH2:11][CH2:12][CH2:13]3)=[CH:6][CH:7]=1, predict the reactants needed to synthesize it. The reactants are: [F:1][C:2]1[CH:7]=[CH:6][C:5]([C:8]2[C:15]([C:16]3[CH:21]=[CH:20][CH:19]=[CH:18][CH:17]=3)=[C:14]3[N:10]([CH2:11][CH2:12][CH2:13]3)[CH:9]=2)=[CH:4][CH:3]=1.C(N(CC)CC)C.[O:29]=[C:30](Cl)[O:31][C:32](Cl)(Cl)Cl.CO. (2) Given the product [C:21]1([C:27]2[C:28]3[C:29](=[CH:4][CH:3]=[CH:2][CH:14]=3)[C:13]([C:2]3[CH:3]=[CH:4][C:5]4[NH:6][C:7]5[C:12]([C:13]=4[CH:14]=3)=[CH:11][CH:10]=[CH:9][CH:8]=5)=[C:12]3[C:11]=2[CH:10]=[CH:9][CH:8]=[CH:7]3)[CH:26]=[CH:25][CH:24]=[CH:23][CH:22]=1, predict the reactants needed to synthesize it. The reactants are: Br[C:2]1[CH:3]=[CH:4][C:5]2[NH:6][C:7]3[C:12]([C:13]=2[CH:14]=1)=[CH:11][CH:10]=[CH:9][CH:8]=3.C([O-])([O-])=O.[Na+].[Na+].[C:21]1([CH3:27])[CH:26]=[CH:25][CH:24]=[CH:23][CH:22]=1.[CH2:28](O)[CH3:29].O. (3) The reactants are: Cl[C:2]1[C:11]([CH2:12][C:13]2[CH:18]=[CH:17][C:16]([N:19]3[CH:23]=[CH:22][CH:21]=[N:20]3)=[CH:15][CH:14]=2)=[C:10]([Cl:24])[C:9]2[C:4](=[CH:5][CH:6]=[C:7]([C:25]([C:37]3[N:41]([CH3:42])[CH:40]=[N:39][CH:38]=3)([C:27]3[CH:28]=[N:29][C:30]([C:33]([F:36])([F:35])[F:34])=[CH:31][CH:32]=3)[OH:26])[CH:8]=2)[N:3]=1.Cl.[CH3:44][O:45][CH:46]1[CH2:49][NH:48][CH2:47]1.CN(C=O)C. Given the product [Cl:24][C:10]1[C:9]2[C:4](=[CH:5][CH:6]=[C:7]([C:25]([C:37]3[N:41]([CH3:42])[CH:40]=[N:39][CH:38]=3)([C:27]3[CH:28]=[N:29][C:30]([C:33]([F:35])([F:36])[F:34])=[CH:31][CH:32]=3)[OH:26])[CH:8]=2)[N:3]=[C:2]([N:48]2[CH2:49][CH:46]([O:45][CH3:44])[CH2:47]2)[C:11]=1[CH2:12][C:13]1[CH:14]=[CH:15][C:16]([N:19]2[CH:23]=[CH:22][CH:21]=[N:20]2)=[CH:17][CH:18]=1, predict the reactants needed to synthesize it. (4) Given the product [CH2:29]([N:28]([CH3:27])[CH2:2][CH2:3][CH2:4][CH2:5][CH2:6][CH2:7][CH2:8][CH2:9][O:10][C:11]1[CH:16]=[CH:15][C:14]([CH:17]([C:19]2[CH:24]=[CH:23][C:22]([Cl:25])=[CH:21][CH:20]=2)[OH:18])=[C:13]([Cl:26])[CH:12]=1)[CH:30]=[CH2:31], predict the reactants needed to synthesize it. The reactants are: Br[CH2:2][CH2:3][CH2:4][CH2:5][CH2:6][CH2:7][CH2:8][CH2:9][O:10][C:11]1[CH:16]=[CH:15][C:14]([CH:17]([C:19]2[CH:24]=[CH:23][C:22]([Cl:25])=[CH:21][CH:20]=2)[OH:18])=[C:13]([Cl:26])[CH:12]=1.[CH3:27][NH:28][CH2:29][CH:30]=[CH2:31].C([O-])(O)=O.[Na+]. (5) Given the product [F:1][C:2]1[CH:7]=[CH:6][CH:5]=[C:4]([C:11]2[CH:16]=[CH:15][C:14]([O:17][CH2:18][CH:19]3[CH2:24][CH2:23][N:22]([CH2:25][C:26]([F:29])([CH3:27])[CH3:28])[CH2:21][CH2:20]3)=[C:13]([CH2:30][OH:31])[CH:12]=2)[C:40]=1[C:41]([N:32]1[CH2:36][CH2:35][CH2:34][C@H:33]1[C:37]([NH2:39])=[O:38])=[O:53], predict the reactants needed to synthesize it. The reactants are: [F:1][C:2]1C=[C:4]([C:11]2[CH:16]=[CH:15][C:14]([O:17][CH2:18][CH:19]3[CH2:24][CH2:23][N:22]([CH2:25][C:26]([F:29])([CH3:28])[CH3:27])[CH2:21][CH2:20]3)=[C:13]([CH2:30][OH:31])[CH:12]=2)[CH:5]=[CH:6][C:7]=1C(O)=O.[NH:32]1[CH2:36][CH2:35][CH2:34][C@H:33]1[C:37]([NH2:39])=[O:38].[CH2:40](Cl)[CH2:41]Cl.C1C=CC2N([OH:53])N=NC=2C=1.CCN(C(C)C)C(C)C. (6) Given the product [CH:10](=[N:1][CH2:2][CH2:3][N:4]1[CH2:9][CH2:8][NH:7][CH2:6][CH2:5]1)[C:11]1[CH:16]=[CH:15][CH:14]=[CH:13][CH:12]=1, predict the reactants needed to synthesize it. The reactants are: [NH2:1][CH2:2][CH2:3][N:4]1[CH2:9][CH2:8][NH:7][CH2:6][CH2:5]1.[CH:10](=O)[C:11]1[CH:16]=[CH:15][CH:14]=[CH:13][CH:12]=1. (7) Given the product [CH3:12][C:9]1[CH:10]=[CH:11][C:6]([O:5][C:4]2[CH:14]=[CH:15][CH:16]=[CH:17][C:3]=2[N:1]2[CH:23]=[N:18][CH:19]=[N:2]2)=[C:7]([OH:13])[CH:8]=1, predict the reactants needed to synthesize it. The reactants are: [NH:1]([C:3]1[CH:17]=[CH:16][CH:15]=[CH:14][C:4]=1[O:5][C:6]1[CH:11]=[CH:10][C:9]([CH3:12])=[CH:8][C:7]=1[OH:13])[NH2:2].[N:18]1[CH:23]=NC=N[CH:19]=1.